Dataset: Peptide-MHC class I binding affinity with 185,985 pairs from IEDB/IMGT. Task: Regression. Given a peptide amino acid sequence and an MHC pseudo amino acid sequence, predict their binding affinity value. This is MHC class I binding data. (1) The peptide sequence is WENGFKVVL. The MHC is HLA-A26:01 with pseudo-sequence HLA-A26:01. The binding affinity (normalized) is 0.0847. (2) The peptide sequence is TNFLIKFLL. The MHC is HLA-A02:01 with pseudo-sequence HLA-A02:01. The binding affinity (normalized) is 0. (3) The peptide sequence is FELTSMKYF. The MHC is HLA-B40:01 with pseudo-sequence HLA-B40:01. The binding affinity (normalized) is 0.142.